This data is from Forward reaction prediction with 1.9M reactions from USPTO patents (1976-2016). The task is: Predict the product of the given reaction. Given the reactants [NH2:1][CH2:2][CH2:3][CH2:4][N:5]1[CH2:9][CH2:8][CH2:7][C:6]1=[O:10].S=[C:12]1[CH2:16][S:15][C:14](=[O:17])[NH:13]1, predict the reaction product. The product is: [O:10]=[C:6]1[CH2:7][CH2:8][CH2:9][N:5]1[CH2:4][CH2:3][CH2:2][NH:1][C:12]1[CH2:16][S:15][C:14](=[O:17])[N:13]=1.